From a dataset of Reaction yield outcomes from USPTO patents with 853,638 reactions. Predict the reaction yield, written as a fraction of the theoretical maximum amount of product (1.0 means a 100% yield; for example, 0.34 means a 34% yield). (1) The reactants are [F:1][C:2]1[C:3]([F:15])=[C:4]([CH2:13]O)[C:5]2[O:9][C:8]([CH3:11])([CH3:10])[CH2:7][C:6]=2[CH:12]=1.O=S(Cl)[Cl:18]. The catalyst is ClCCl. The product is [Cl:18][CH2:13][C:4]1[C:5]2[O:9][C:8]([CH3:11])([CH3:10])[CH2:7][C:6]=2[CH:12]=[C:2]([F:1])[C:3]=1[F:15]. The yield is 0.990. (2) The reactants are Br[C:2]1[CH:3]=[CH:4][C:5]2[C:6]3[CH2:15][N:14]([C:16]([O:18][C:19]([CH3:22])([CH3:21])[CH3:20])=[O:17])[CH2:13][CH2:12][C:7]=3[N:8]([CH3:11])[C:9]=2[CH:10]=1.[Cl:23][C:24]1[CH:29]=[CH:28][C:27]([C:30]2[CH:35]=[CH:34][NH:33][C:32](=[O:36])[CH:31]=2)=[CH:26][CH:25]=1. No catalyst specified. The product is [Cl:23][C:24]1[CH:25]=[CH:26][C:27]([C:30]2[CH:35]=[CH:34][N:33]([C:2]3[CH:3]=[CH:4][C:5]4[C:6]5[CH2:15][N:14]([C:16]([O:18][C:19]([CH3:22])([CH3:21])[CH3:20])=[O:17])[CH2:13][CH2:12][C:7]=5[N:8]([CH3:11])[C:9]=4[CH:10]=3)[C:32](=[O:36])[CH:31]=2)=[CH:28][CH:29]=1. The yield is 0.180.